From a dataset of Peptide-MHC class II binding affinity with 134,281 pairs from IEDB. Regression. Given a peptide amino acid sequence and an MHC pseudo amino acid sequence, predict their binding affinity value. This is MHC class II binding data. (1) The peptide sequence is AFKPVLVDEGRKVAI. The MHC is HLA-DQA10501-DQB10402 with pseudo-sequence HLA-DQA10501-DQB10402. The binding affinity (normalized) is 0.458. (2) The peptide sequence is FDAFVAYHIGARIVS. The MHC is HLA-DQA10201-DQB10202 with pseudo-sequence HLA-DQA10201-DQB10202. The binding affinity (normalized) is 0.218.